From a dataset of Forward reaction prediction with 1.9M reactions from USPTO patents (1976-2016). Predict the product of the given reaction. (1) Given the reactants [H-].[Na+].[NH2:3][C@@H:4]([CH:7]1[CH2:9][CH2:8]1)[CH2:5][OH:6].Cl[CH2:11][C:12](OCC)=[O:13], predict the reaction product. The product is: [CH:7]1([C@@H:4]2[NH:3][C:12](=[O:13])[CH2:11][O:6][CH2:5]2)[CH2:9][CH2:8]1. (2) Given the reactants Br[C:2]1[CH:7]=[CH:6][C:5]([Cl:8])=[C:4]([O:9][CH3:10])[C:3]=1[F:11].C([Li])CCC.CN([CH:20]=[O:21])C, predict the reaction product. The product is: [Cl:8][C:5]1[CH:6]=[CH:7][C:2]([CH:20]=[O:21])=[C:3]([F:11])[C:4]=1[O:9][CH3:10]. (3) Given the reactants Cl.[NH:2]1[CH2:7][CH2:6][CH:5]([CH:8]([C:10]2[CH:15]=[CH:14][C:13]([O:16][C:17]([F:20])([F:19])[F:18])=[CH:12][CH:11]=2)[OH:9])[CH2:4][CH2:3]1.BrCC1C=C[C:26]([C:29]2[N:30]=[N:31][N:32]([CH3:34])[N:33]=2)=CC=1.C(N(CC)C(C)C)(C)C, predict the reaction product. The product is: [CH3:34][N:32]1[N:31]=[N:30][C:29]([CH2:26][N:2]2[CH2:7][CH2:6][CH:5]([CH:8]([C:10]3[CH:15]=[CH:14][C:13]([O:16][C:17]([F:18])([F:19])[F:20])=[CH:12][CH:11]=3)[OH:9])[CH2:4][CH2:3]2)=[N:33]1. (4) Given the reactants [C:1]([OH:12])(=O)/[CH:2]=[CH:3]/[CH2:4][CH2:5][CH2:6][CH2:7][CH2:8][CH2:9][CH3:10].[N:13]1([CH2:19][CH2:20][N:21]2[CH2:26][CH2:25][NH:24][CH2:23][CH2:22]2)[CH2:18][CH2:17][CH2:16][CH2:15][CH2:14]1, predict the reaction product. The product is: [C:1]([N:24]1[CH2:23][CH2:22][N:21]([CH2:20][CH2:19][N:13]2[CH2:14][CH2:15][CH2:16][CH2:17][CH2:18]2)[CH2:26][CH2:25]1)(=[O:12])/[CH:2]=[CH:3]/[CH2:4][CH2:5][CH2:6][CH2:7][CH2:8][CH2:9][CH3:10].